This data is from Reaction yield outcomes from USPTO patents with 853,638 reactions. The task is: Predict the reaction yield, written as a fraction of the theoretical maximum amount of product (1.0 means a 100% yield; for example, 0.34 means a 34% yield). (1) The reactants are C(OC([NH:8][C:9]1[CH:14]=[CH:13][C:12]([C:15]([CH3:18])([CH3:17])[CH3:16])=[C:11]([NH:19][C:20]([C:22]2[C:31](=[O:32])[C:30]3[C:25](=[CH:26][CH:27]=[CH:28][CH:29]=3)[NH:24][CH:23]=2)=[O:21])[CH:10]=1)=O)(C)(C)C.C(O)(C(F)(F)F)=O. The catalyst is C(Cl)Cl. The product is [NH2:8][C:9]1[CH:14]=[CH:13][C:12]([C:15]([CH3:18])([CH3:17])[CH3:16])=[C:11]([NH:19][C:20]([C:22]2[C:31](=[O:32])[C:30]3[C:25](=[CH:26][CH:27]=[CH:28][CH:29]=3)[NH:24][CH:23]=2)=[O:21])[CH:10]=1. The yield is 0.560. (2) The reactants are Br[C:2]1[C:11]2[C:6](=[C:7]([OH:13])[CH:8]=[C:9]([OH:12])[CH:10]=2)[C:5](=[O:14])[N:4]([C:15]2[CH:20]=[CH:19][C:18]([OH:21])=[CH:17][CH:16]=2)[CH:3]=1.C(=O)([O-])[O-].[K+].[K+].[C:28]1(B(O)O)[CH:33]=[CH:32][CH:31]=[CH:30][CH:29]=1. The catalyst is C1C=CC([P]([Pd]([P](C2C=CC=CC=2)(C2C=CC=CC=2)C2C=CC=CC=2)([P](C2C=CC=CC=2)(C2C=CC=CC=2)C2C=CC=CC=2)[P](C2C=CC=CC=2)(C2C=CC=CC=2)C2C=CC=CC=2)(C2C=CC=CC=2)C2C=CC=CC=2)=CC=1. The product is [OH:12][C:9]1[CH:10]=[C:11]2[C:6](=[C:7]([OH:13])[CH:8]=1)[C:5](=[O:14])[N:4]([C:15]1[CH:20]=[CH:19][C:18]([OH:21])=[CH:17][CH:16]=1)[CH:3]=[C:2]2[C:28]1[CH:33]=[CH:32][CH:31]=[CH:30][CH:29]=1. The yield is 0.899. (3) The reactants are [C:1]([O:8]CC)(=[O:7])[C:2](OCC)=O.[O-]CC.[K+].[N+:15]([C:18]1[CH:23]=[CH:22][CH:21]=[C:20]([CH3:24])[C:19]=1C)([O-:17])=[O:16]. The catalyst is CCOCC. The product is [CH3:24][C:20]1[CH:21]=[CH:22][CH:23]=[C:18]([N+:15]([O-:17])=[O:16])[C:19]=1[CH2:2][C:1]([OH:8])=[O:7]. The yield is 0.450. (4) The yield is 0.630. The reactants are [C:1](/[C:3](=[C:7](\OCC)/[CH3:8])/[C:4](=[S:6])[NH2:5])#[N:2].[NH3:12]. The catalyst is CO. The product is [NH2:12]/[C:7](/[CH3:8])=[C:3](\[C:1]#[N:2])/[C:4](=[S:6])[NH2:5]. (5) The reactants are [NH:1]1[C:9]2[C:4](=[C:5]([CH:10]=[CH:11][C:12]([O:14]C)=[O:13])[CH:6]=[CH:7][CH:8]=2)[CH:3]=[CH:2]1.[Li+].[OH-]. The catalyst is C1COCC1.CCOC(C)=O. The product is [NH:1]1[C:9]2[C:4](=[C:5]([CH:10]=[CH:11][C:12]([OH:14])=[O:13])[CH:6]=[CH:7][CH:8]=2)[CH:3]=[CH:2]1. The yield is 0.720. (6) The reactants are [CH3:1][O:2][C:3]1[CH:12]=[C:11]2[C:6]([CH2:7][CH2:8][CH:9]([C:13]([OH:15])=O)[CH2:10]2)=[CH:5][CH:4]=1.[Cl:16][C:17]1[CH:23]=[CH:22][C:20]([NH2:21])=[CH:19][C:18]=1[C:24]([F:27])([F:26])[F:25].CCN(C(C)C)C(C)C.CN(C(ON1N=NC2C=CC=NC1=2)=[N+](C)C)C.F[P-](F)(F)(F)(F)F.Cl. The catalyst is CN(C=O)C. The product is [Cl:16][C:17]1[CH:23]=[CH:22][C:20]([NH:21][C:13]([CH:9]2[CH2:8][CH2:7][C:6]3[C:11](=[CH:12][C:3]([O:2][CH3:1])=[CH:4][CH:5]=3)[CH2:10]2)=[O:15])=[CH:19][C:18]=1[C:24]([F:25])([F:26])[F:27]. The yield is 0.500. (7) The reactants are [F:1][C@H:2]1[C@H:7]([O:8][C:9]2[CH:10]=[CH:11][CH:12]=[C:13]3[C:18]=2[N:17]=[C:16]([C:19]2[N:23]4[CH:24]=[CH:25][C:26]([O:28][CH2:29][CH2:30][O:31][CH3:32])=[CH:27][C:22]4=[N:21][CH:20]=2)[CH:15]=[CH:14]3)[CH2:6][CH2:5][NH:4][CH2:3]1.C=O.[C:35](O)(=O)C.C(O[BH-](OC(=O)C)OC(=O)C)(=O)C.[Na+].C([O-])([O-])=O.[K+].[K+]. The catalyst is C(Cl)Cl. The product is [F:1][C@H:2]1[C@H:7]([O:8][C:9]2[CH:10]=[CH:11][CH:12]=[C:13]3[C:18]=2[N:17]=[C:16]([C:19]2[N:23]4[CH:24]=[CH:25][C:26]([O:28][CH2:29][CH2:30][O:31][CH3:32])=[CH:27][C:22]4=[N:21][CH:20]=2)[CH:15]=[CH:14]3)[CH2:6][CH2:5][N:4]([CH3:35])[CH2:3]1. The yield is 0.610.